Dataset: Full USPTO retrosynthesis dataset with 1.9M reactions from patents (1976-2016). Task: Predict the reactants needed to synthesize the given product. (1) Given the product [O:34]=[S:2]1(=[O:1])[CH2:3][CH2:4][N:5]([CH2:8][CH2:9][NH:10][C:11]([C:13]2[CH:14]=[CH:15][C:16]([CH2:22][CH2:23][CH2:24][CH2:25][NH:26][C:27](=[O:33])[O:28][C:29]([CH3:31])([CH3:30])[CH3:32])=[N:17][C:18]=2[NH:19][CH2:20][CH3:21])=[O:12])[CH2:6][CH2:7]1, predict the reactants needed to synthesize it. The reactants are: [O:1]=[S:2]1(=[O:34])[CH2:7][CH2:6][N:5]([CH2:8][CH2:9][NH:10][C:11]([C:13]2[CH:14]=[CH:15][C:16]([C:22]#[C:23][CH2:24][CH2:25][NH:26][C:27](=[O:33])[O:28][C:29]([CH3:32])([CH3:31])[CH3:30])=[N:17][C:18]=2[NH:19][CH2:20][CH3:21])=[O:12])[CH2:4][CH2:3]1. (2) Given the product [C:1]([C:5]1[CH:6]=[C:7]([N+:18]([O-:20])=[O:19])[C:8]([O:16][CH3:17])=[C:9]([N:11]([CH3:21])[S:12]([CH3:15])(=[O:14])=[O:13])[CH:10]=1)([CH3:4])([CH3:2])[CH3:3], predict the reactants needed to synthesize it. The reactants are: [C:1]([C:5]1[CH:6]=[C:7]([N+:18]([O-:20])=[O:19])[C:8]([O:16][CH3:17])=[C:9]([NH:11][S:12]([CH3:15])(=[O:14])=[O:13])[CH:10]=1)([CH3:4])([CH3:3])[CH3:2].[C:21](=O)([O-])[O-].[K+].[K+].IC.O. (3) Given the product [CH3:1][O:2][C:3](=[O:38])[CH2:4][CH2:5][CH2:6][O:7][C:8]1[CH:9]=[CH:10][C:11]2[O:15][C:14]([NH:16][CH:17]3[CH2:18][CH2:19][N:20]([CH2:23][C:24]4[CH:25]=[CH:26][C:27]([O:41][CH3:39])=[C:28]([O:30][CH2:31][CH3:32])[CH:29]=4)[CH2:21][CH2:22]3)=[N:13][C:12]=2[CH:37]=1, predict the reactants needed to synthesize it. The reactants are: [CH3:1][O:2][C:3](=[O:38])[CH2:4][CH2:5][CH2:6][O:7][C:8]1[CH:9]=[CH:10][C:11]2[O:15][C:14]([NH:16][CH:17]3[CH2:22][CH2:21][N:20]([CH2:23][C:24]4[CH:29]=[C:28]([O:30][CH2:31][CH3:32])[C:27](F)=[C:26](OCC)[CH:25]=4)[CH2:19][CH2:18]3)=[N:13][C:12]=2[CH:37]=1.[CH2:39]([O:41]C1C=C(C=CC=1OC)C=O)C.C([BH3-])#N.[Na+].C(N(C(C)C)C(C)C)C.